Dataset: Catalyst prediction with 721,799 reactions and 888 catalyst types from USPTO. Task: Predict which catalyst facilitates the given reaction. (1) Reactant: [CH:1]1([C:4]2[N:8]=[C:7]([C:9]3[C:10]4[CH2:19][CH2:18][CH2:17][CH2:16][CH2:15][C:11]=4[S:12][C:13]=3[NH2:14])[O:6][N:5]=2)[CH2:3][CH2:2]1.[C:20]12[C:28](=[O:29])[O:27][C:25](=[O:26])[C:21]=1[CH2:22][CH2:23][CH2:24]2. Product: [CH:1]1([C:4]2[N:8]=[C:7]([C:9]3[C:10]4[CH2:19][CH2:18][CH2:17][CH2:16][CH2:15][C:11]=4[S:12][C:13]=3[NH:14][C:28]([C:20]3[CH2:24][CH2:23][CH2:22][C:21]=3[C:25]([OH:27])=[O:26])=[O:29])[O:6][N:5]=2)[CH2:3][CH2:2]1. The catalyst class is: 828. (2) Reactant: [F:1][CH:2]([F:16])[C@@:3]12[CH2:15][CH2:14][CH2:13][N:4]1[C@@H](C(Cl)(Cl)Cl)[O:6][C:7]2=O.[NH3:17]. Product: [F:1][CH:2]([F:16])[C@@:3]1([C:7]([NH2:17])=[O:6])[CH2:15][CH2:14][CH2:13][NH:4]1. The catalyst class is: 5.